This data is from Forward reaction prediction with 1.9M reactions from USPTO patents (1976-2016). The task is: Predict the product of the given reaction. (1) The product is: [CH2:1]([N:8]1[C:17]2[C:12](=[C:13]([Cl:18])[CH:14]=[CH:15][CH:16]=2)[C:11](=[O:19])[C:10]([CH2:20][Cl:33])=[N:9]1)[C:2]1[CH:7]=[CH:6][CH:5]=[CH:4][CH:3]=1. Given the reactants [CH2:1]([N:8]1[C:17]2[C:12](=[C:13]([Cl:18])[CH:14]=[CH:15][CH:16]=2)[C:11](=[O:19])[C:10]([CH2:20]O)=[N:9]1)[C:2]1[CH:7]=[CH:6][CH:5]=[CH:4][CH:3]=1.C(N(CC)CC)C.CS([Cl:33])(=O)=O, predict the reaction product. (2) The product is: [Br:1][C:2]1[CH:3]=[C:4]2[CH:9]=[N:14][NH:8][C:5]2=[CH:6][N:7]=1. Given the reactants [Br:1][C:2]1[N:7]=[CH:6][C:5]([NH2:8])=[C:4]([CH3:9])[CH:3]=1.C(O)(=O)C.[N:14]([O-])=O.[Na+], predict the reaction product. (3) Given the reactants [CH3:1][C:2]1[O:6][C:5]([C:7]2[CH:12]=[CH:11][CH:10]=[CH:9][CH:8]=2)=[N:4][C:3]=1[CH2:13][OH:14].[H-].[Na+].Cl[C:18]1[N:23]=[CH:22][C:21]([C:24]([C:26]2[CH:42]=[CH:41][C:40]([O:43][CH3:44])=[CH:39][C:27]=2[O:28][C:29]([CH3:38])([CH3:37])[C:30]([O:32][C:33]([CH3:36])([CH3:35])[CH3:34])=[O:31])=[O:25])=[CH:20][CH:19]=1.[Cl-].[NH4+], predict the reaction product. The product is: [CH3:44][O:43][C:40]1[CH:41]=[CH:42][C:26]([C:24]([C:21]2[CH:22]=[N:23][C:18]([O:14][CH2:13][C:3]3[N:4]=[C:5]([C:7]4[CH:12]=[CH:11][CH:10]=[CH:9][CH:8]=4)[O:6][C:2]=3[CH3:1])=[CH:19][CH:20]=2)=[O:25])=[C:27]([CH:39]=1)[O:28][C:29]([CH3:38])([CH3:37])[C:30]([O:32][C:33]([CH3:34])([CH3:35])[CH3:36])=[O:31]. (4) The product is: [CH2:1]1[C:3]2([CH2:8][O:7][CH:6]([CH2:9][O:10][C:11]3[CH:16]=[CH:15][N:14]=[C:13]([CH2:17][S:32][C:33]4[NH:37][C:36]5[CH:38]=[CH:39][CH:40]=[CH:41][C:35]=5[N:34]=4)[C:12]=3[CH3:19])[O:5][CH2:4]2)[CH2:2]1. Given the reactants [CH2:1]1[C:3]2([CH2:8][O:7][CH:6]([CH2:9][O:10][C:11]3[CH:16]=[CH:15][N:14]=[C:13]([CH2:17]O)[C:12]=3[CH3:19])[O:5][CH2:4]2)[CH2:2]1.C(N(CC)CC)C.CS(Cl)(=O)=O.[SH:32][C:33]1[NH:34][C:35]2[CH:41]=[CH:40][CH:39]=[CH:38][C:36]=2[N:37]=1, predict the reaction product. (5) Given the reactants [Si:1](Cl)([C:14]([CH3:17])([CH3:16])[CH3:15])([C:8]1[CH:13]=[CH:12][CH:11]=[CH:10][CH:9]=1)[C:2]1[CH:7]=[CH:6][CH:5]=[CH:4][CH:3]=1.[CH2:19]([OH:31])[CH2:20][CH2:21][CH2:22][CH2:23][CH2:24][CH2:25][CH2:26][CH2:27][CH2:28][C:29]#[CH:30].N1C=CN=C1, predict the reaction product. The product is: [Si:1]([O:31][CH2:19][CH2:20][CH2:21][CH2:22][CH2:23][CH2:24][CH2:25][CH2:26][CH2:27][CH2:28][C:29]#[CH:30])([C:14]([CH3:17])([CH3:16])[CH3:15])([C:8]1[CH:13]=[CH:12][CH:11]=[CH:10][CH:9]=1)[C:2]1[CH:7]=[CH:6][CH:5]=[CH:4][CH:3]=1. (6) The product is: [NH2:11][C:5]1[CH:6]=[C:7]([NH:29][C:12](=[O:13])[O:14][C:15]([CH3:18])([CH3:17])[CH3:16])[CH:8]=[CH:9][C:4]=1[N+:1]([O-:3])=[O:2]. Given the reactants [N+:1]([C:4]1[CH:9]=[C:8](N)[CH:7]=[CH:6][C:5]=1[NH2:11])([O-:3])=[O:2].[C:12](O[C:12]([O:14][C:15]([CH3:18])([CH3:17])[CH3:16])=[O:13])([O:14][C:15]([CH3:18])([CH3:17])[CH3:16])=[O:13].CC[N:29](C(C)C)C(C)C, predict the reaction product.